Dataset: Full USPTO retrosynthesis dataset with 1.9M reactions from patents (1976-2016). Task: Predict the reactants needed to synthesize the given product. (1) The reactants are: [NH:1]1[CH:5]=[CH:4][C:3]([NH:6][C:7]2[C:8]3[S:24][CH:23]=[C:22]([CH3:25])[C:9]=3[N:10]=[C:11]([C:13]([C:15]3[CH:20]=[CH:19][C:18]([F:21])=[CH:17][CH:16]=3)=[O:14])[N:12]=2)=[N:2]1.FC1C=CC(C(C2N=C(NC3C=C(C)NN=3)C3SC=C(C)C=3N=2)=O)=CC=1. Given the product [NH:1]1[CH:5]=[CH:4][C:3]([NH:6][C:7]2[C:8]3[S:24][CH:23]=[C:22]([CH3:25])[C:9]=3[N:10]=[C:11]([CH:13]([C:15]3[CH:16]=[CH:17][C:18]([F:21])=[CH:19][CH:20]=3)[OH:14])[N:12]=2)=[N:2]1, predict the reactants needed to synthesize it. (2) Given the product [CH2:46]([O:45][C:41]([C:42]1[N:40]([C:16]2[CH:15]=[C:14]([N:11]3[CH2:10][CH2:9][NH:8][CH2:13][CH2:12]3)[N:19]=[C:18]([C:20]3[CH:25]=[CH:24][N:23]=[C:22]([NH:26][CH:27]4[CH2:28][CH2:29][CH2:30][CH2:31][CH2:32]4)[CH:21]=3)[CH:17]=2)[CH:68]=[N:66][CH:65]=1)=[O:44])[CH3:47], predict the reactants needed to synthesize it. The reactants are: C(OC([N:8]1[CH2:13][CH2:12][N:11]([C:14]2[N:19]=[C:18]([C:20]3[CH:25]=[CH:24][N:23]=[C:22]([N:26](C(OC(C)(C)C)=O)[CH:27]4[CH2:32][CH2:31][CH2:30][CH2:29][CH2:28]4)[CH:21]=3)[CH:17]=[C:16]([NH2:40])[CH:15]=2)[CH2:10][CH2:9]1)=O)(C)(C)C.[C:41]([O:45][CH2:46][CH3:47])(=[O:44])[CH:42]=O.C1(C)C=CC=CC=1.C1(C)C=CC(S(C[C:65]#[N:66])(=O)=O)=CC=1.[C:68]([O-])([O-])=O.[K+].[K+].